From a dataset of Forward reaction prediction with 1.9M reactions from USPTO patents (1976-2016). Predict the product of the given reaction. Given the reactants [NH:1]1[C:9]2[C:4](=[CH:5][CH:6]=[C:7]3[O:12][CH2:11][CH2:10][C:8]3=2)[C:3](=O)[C:2]1=O.[BH4-].[Na+].B(F)(F)F.CCOCC, predict the reaction product. The product is: [NH:1]1[C:9]2[C:4](=[CH:5][CH:6]=[C:7]3[O:12][CH2:11][CH2:10][C:8]3=2)[CH:3]=[CH:2]1.